Dataset: Forward reaction prediction with 1.9M reactions from USPTO patents (1976-2016). Task: Predict the product of the given reaction. The product is: [Cl:26][C:17]1[CH:18]=[C:19]([CH:20]=[CH:21][C:16]=1[Cl:15])[CH2:22][NH:23][C:24]([NH:1][C:2]1[CH:10]=[CH:9][CH:8]=[C:7]2[C:3]=1[CH:4]=[N:5][N:6]2[C:11]([O:13][CH3:14])=[O:12])=[O:25]. Given the reactants [NH2:1][C:2]1[CH:10]=[CH:9][CH:8]=[C:7]2[C:3]=1[CH:4]=[N:5][N:6]2[C:11]([O:13][CH3:14])=[O:12].[Cl:15][C:16]1[CH:21]=[CH:20][C:19]([CH2:22][N:23]=[C:24]=[O:25])=[CH:18][C:17]=1[Cl:26].CCCCCC, predict the reaction product.